This data is from Reaction yield outcomes from USPTO patents with 853,638 reactions. The task is: Predict the reaction yield, written as a fraction of the theoretical maximum amount of product (1.0 means a 100% yield; for example, 0.34 means a 34% yield). (1) The reactants are [Cl:1][C:2]1[C:3]([O:12][C:13]2[CH:18]=[C:17]([O:19][CH2:20][CH2:21][O:22][CH3:23])[CH:16]=[CH:15][C:14]=2/[CH:24]=[CH:25]\[C:26]([O:28]CC)=[O:27])=[N:4][CH:5]=[C:6]([C:8]([F:11])([F:10])[F:9])[CH:7]=1.O.[OH-].[Li+].Cl. The catalyst is O1CCCC1.C(O)C.O.C(OCC)(=O)C. The product is [Cl:1][C:2]1[C:3]([O:12][C:13]2[CH:18]=[C:17]([O:19][CH2:20][CH2:21][O:22][CH3:23])[CH:16]=[CH:15][C:14]=2/[CH:24]=[CH:25]\[C:26]([OH:28])=[O:27])=[N:4][CH:5]=[C:6]([C:8]([F:9])([F:11])[F:10])[CH:7]=1. The yield is 0.740. (2) The reactants are [CH3:1][O:2][C:3](=[O:16])[C:4]1[CH:9]=[C:8](I)[C:7]([C:11]([F:14])([F:13])[F:12])=[CH:6][C:5]=1[NH2:15].[CH2:17]([Sn](CCCC)(CCCC)C#C)[CH2:18]CC. The catalyst is O1CCOCC1.C1C=CC([P]([Pd]([P](C2C=CC=CC=2)(C2C=CC=CC=2)C2C=CC=CC=2)([P](C2C=CC=CC=2)(C2C=CC=CC=2)C2C=CC=CC=2)[P](C2C=CC=CC=2)(C2C=CC=CC=2)C2C=CC=CC=2)(C2C=CC=CC=2)C2C=CC=CC=2)=CC=1. The product is [CH3:1][O:2][C:3](=[O:16])[C:4]1[CH:9]=[C:8]([C:17]#[CH:18])[C:7]([C:11]([F:14])([F:13])[F:12])=[CH:6][C:5]=1[NH2:15]. The yield is 0.690. (3) The reactants are [NH:1]1[CH2:5][CH2:4][C@H:3]([CH2:6][NH:7][C:8](=[O:14])[O:9][C:10]([CH3:13])([CH3:12])[CH3:11])[CH2:2]1.C(N(CC)CC)C.Cl[C:23]([O:25][CH2:26][C:27]1[CH:32]=[CH:31][CH:30]=[CH:29][CH:28]=1)=[O:24].O. The catalyst is C(Cl)Cl. The product is [CH3:12][C:10]([O:9][C:8]([NH:7][CH2:6][C@H:3]1[CH2:4][CH2:5][N:1]([C:23]([O:25][CH2:26][C:27]2[CH:32]=[CH:31][CH:30]=[CH:29][CH:28]=2)=[O:24])[CH2:2]1)=[O:14])([CH3:11])[CH3:13]. The yield is 0.850. (4) The reactants are [NH2:1][C:2]1[CH:3]=[C:4]2[C:20](=[O:21])[NH:19][N:18]=[CH:17][C:6]3=[C:7]([C:11]4[CH:16]=[CH:15][CH:14]=[CH:13][CH:12]=4)[NH:8][C:9]([CH:10]=1)=[C:5]23.[F:22][C:23]1[CH:24]=[C:25]([CH:29]=[CH:30][CH:31]=1)[C:26](O)=[O:27].C(N(CC)CC)C.F[P-](F)(F)(F)(F)F.N1(OC(N(C)C)=[N+](C)C)C2N=CC=CC=2N=N1. The catalyst is C(Cl)Cl.CO.CN(C)C=O. The product is [F:22][C:23]1[CH:24]=[C:25]([CH:29]=[CH:30][CH:31]=1)[C:26]([NH:1][C:2]1[CH:3]=[C:4]2[C:20](=[O:21])[NH:19][N:18]=[CH:17][C:6]3=[C:7]([C:11]4[CH:12]=[CH:13][CH:14]=[CH:15][CH:16]=4)[NH:8][C:9]([CH:10]=1)=[C:5]23)=[O:27]. The yield is 0.420. (5) The reactants are Br[C:2]1[C:3]2[C:4]3[CH:17]=[CH:16][S:15][C:5]=3[C:6](=[O:14])[NH:7][C:8]=2[CH:9]=[CH:10][C:11]=1[O:12][CH3:13].[CH3:18][O:19][C:20]1[CH:26]=[C:25](B2OC(C)(C)C(C)(C)O2)[CH:24]=[CH:23][C:21]=1[NH2:22]. No catalyst specified. The product is [NH2:22][C:21]1[CH:23]=[CH:24][C:25]([C:2]2[C:3]3[C:4]4[CH:17]=[CH:16][S:15][C:5]=4[C:6](=[O:14])[NH:7][C:8]=3[CH:9]=[CH:10][C:11]=2[O:12][CH3:13])=[CH:26][C:20]=1[O:19][CH3:18]. The yield is 0.600.